Dataset: Catalyst prediction with 721,799 reactions and 888 catalyst types from USPTO. Task: Predict which catalyst facilitates the given reaction. Reactant: [NH2:1][C@@H:2]([CH2:10][CH2:11][F:12])[C:3]([O:5][C:6]([CH3:9])([CH3:8])[CH3:7])=[O:4].[CH3:13][O:14][C:15]1[CH:20]=[CH:19][C:18]([S:21](Cl)(=[O:23])=[O:22])=[CH:17][CH:16]=1.C(Cl)(Cl)Cl. Product: [CH3:13][O:14][C:15]1[CH:16]=[CH:17][C:18]([S:21]([NH:1][C@@H:2]([CH2:10][CH2:11][F:12])[C:3]([O:5][C:6]([CH3:7])([CH3:8])[CH3:9])=[O:4])(=[O:23])=[O:22])=[CH:19][CH:20]=1. The catalyst class is: 17.